From a dataset of Experimentally validated miRNA-target interactions with 360,000+ pairs, plus equal number of negative samples. Binary Classification. Given a miRNA mature sequence and a target amino acid sequence, predict their likelihood of interaction. (1) The miRNA is hsa-miR-5587-5p with sequence AUGGUCACCUCCGGGACU. The protein sequence of the target gene is MKPSAECCSPKFWLVLAVLAVSGSKARSQKSAPSIGIAVILVGTSDEVAIKDAHEKDDFHHLSVVPRVELVAMNETDPKSIITRICDLMSDRKIQGVVLADDTDQEAIAQILDFISAQTLTPILGIHGGSSMIMADKDESSMFFQFGPSIEQQASVMLNIMEEYDWYIFSIVTTYFPGYQDFVNKIRSTIENSFVGWELEEVLLLDMSLDDGDSKIQNQLKKLQSPIILLYCTKEEATYIFEVANSVGLTGYGYTWIVPSLVAGDTDTVPSEFPTGLISVSYDEWDYGLPARVRDGIAII.... Result: 0 (no interaction). (2) The miRNA is mmu-miR-344c-3p with sequence UGAUCUAGUCAAAGCCUGACAGU. The protein sequence of the target gene is MGKQKKTRKYATMKRMLSLRDQRLKEKDRLKPKKKEKKDPSALKEREVPQHPSCLFFQYNTQLGPPYHILVDTNFINFSIKAKLDLVQSMMDCLYAKCIPCITDCVMAEIEKLGQKYRVALRIAKDPRFERLPCTHKGTYADDCLVQRVTQHKCYIVATVDRDLKRRIRKIPGVPIMYISNHRYNIERMPDDYGAPRF. Result: 0 (no interaction). (3) The miRNA is hsa-miR-449b-5p with sequence AGGCAGUGUAUUGUUAGCUGGC. The protein sequence of the target gene is MALSLEEEAGRIKDCWDNQEAPALSTCSNANIFRRINAILDNSLDFSRVCTTPINRGIHDHLPDFQDSEETVTSRMLFPTSAQESSRGLPDANDLCLGLQSLSLTGWDRPWSTQDSDSSAQSSTHSVLSMLHNPLGNVLGKPPLSFLPLDPLGSDLVDKFPAPSVRGSRLDTRPILDSRSSSPSDSDTSGFSSGSDHLSDLISSLRISPPLPFLSLSGGGPRDPLKMGVGSRMDQEQAALAAVTPSPTSASKRWPGASVWPSWDLLEAPKDPFSIEREARLHRQAAAVNEATCTWSGQLP.... Result: 0 (no interaction). (4) The miRNA is hsa-miR-338-5p with sequence AACAAUAUCCUGGUGCUGAGUG. The protein sequence of the target gene is MMATQTLSIDSYQDGQQMQVVTELKTEQDPNCSDPDAEGVSPPPIESQTPMDADKQAIYRHPLFPLLALLFEKCEQSTQGSEGTTSASFDVDIENFVRKQEKDGKPFFCEDPETDNLMVKAIQVLRIHLLELEKVNELCKDFCSRYIACLKTKMNSETLLSGEPGSPYSPVQSQQIQSAITGTLSPQGIVVPASALQQGNVTMATVAGGTVYQPVTVVTPQGQVVTQALSPGTIRIQNSQLQLQLNQDLSILHQEDGSSKNKRGVLPKHATNVMRSWLFQHIGHPYPTEDEKKQIAAQTN.... Result: 0 (no interaction). (5) The miRNA is bta-miR-181a with sequence AACAUUCAACGCUGUCGGUGAGUU. The protein sequence of the target gene is MPRLDDHLWRGPCAKGTKHRSHPRASARGLVAKAGEMINSSGSGPSLLAAHGALGTDPAHGPQSAGVGGQGSSSHVNSWHHHLVQRSLVLFSVGVVLALVLNLLQVQRNVTLFPDEVIATIFSSAWWVPPCCGTAAAVVGLLYPCIDSHLGEPHKFKREWASVMRCVAVFVGINHASAKLDFANNVQLSLTLAALSLGLWWTFDRSRSGLGLGITIAFLATLITQLLVYNGVYQYTSPDFLYIRSWLPCIFFSGGVTVGNIGRQLAMGVPEKPHSD. Result: 1 (interaction). (6) The miRNA is hsa-miR-186-3p with sequence GCCCAAAGGUGAAUUUUUUGGG. The protein sequence of the target gene is MAGGIKVSVWSAVGPGPRCWGAGGGGGATWLLLVVAGCVVCGSADVNVVMLQESQVDMNSSQQFCYKNVLIPKWHDIWTRIQVRVNSSKLVRVTQVDNEEKLKELEQFSIWNFFSSFLKEKLNDTYVNVGLYSTKTCLKVEMIEKDTTYSVTVTRRFDPKLFLVFLLGLTLFFCGDLLSRSQIFYYSTGMSVGIVASLLIVIFMISKFMPKRSPIYVILVGGWSFSLYLIQLVFKNLQEIWRSYWHYLLSYILTVGFMSFAVCYKYGPLENERSINLLTWTLQLLGLGLMYSSIQIPHVA.... Result: 0 (no interaction).